This data is from Full USPTO retrosynthesis dataset with 1.9M reactions from patents (1976-2016). The task is: Predict the reactants needed to synthesize the given product. (1) Given the product [C:12]([C:9]1([C:5]2[CH:4]=[C:3]([CH:8]=[CH:7][CH:6]=2)[CH2:2][N:16]2[C:17]3[C:22](=[CH:21][C:20]([C:25]([O:27][CH2:28][CH:29]=[CH2:30])=[O:26])=[CH:19][CH:18]=3)[C:23]([CH3:24])=[C:15]2[CH3:14])[CH2:11][CH2:10]1)#[N:13], predict the reactants needed to synthesize it. The reactants are: Br[CH2:2][C:3]1[CH:4]=[C:5]([C:9]2([C:12]#[N:13])[CH2:11][CH2:10]2)[CH:6]=[CH:7][CH:8]=1.[CH3:14][C:15]1[NH:16][C:17]2[C:22]([C:23]=1[CH3:24])=[CH:21][C:20]([C:25]([O:27][CH2:28][CH:29]=[CH2:30])=[O:26])=[CH:19][CH:18]=2. (2) Given the product [CH3:1][O:2][CH2:3][C:4]1[CH:5]=[CH:6][C:7]([O:12][C:13]([F:16])([F:15])[F:14])=[C:8]([CH:11]=1)[CH:9]=[N:21][OH:22], predict the reactants needed to synthesize it. The reactants are: [CH3:1][O:2][CH2:3][C:4]1[CH:5]=[CH:6][C:7]([O:12][C:13]([F:16])([F:15])[F:14])=[C:8]([CH:11]=1)[CH:9]=O.C(O)C.Cl.[NH2:21][OH:22]. (3) Given the product [CH3:12][C:8]1[NH:9][C:10]([CH3:11])=[C:5]([C:3]([O:2][CH3:1])=[O:4])[C@H:6]([C:16]2[CH:21]=[CH:20][CH:19]=[C:18]([N+:22]([O-:24])=[O:23])[CH:17]=2)[C:7]=1[C:13]([O:45][C:32]1([CH3:31])[CH2:36][CH2:35][N:34]([CH:37]([C:39]2[CH:44]=[CH:43][CH:42]=[CH:41][CH:40]=2)[CH3:38])[CH2:33]1)=[O:14], predict the reactants needed to synthesize it. The reactants are: [CH3:1][O:2][C:3]([C:5]1[C@H:6]([C:16]2[CH:21]=[CH:20][CH:19]=[C:18]([N+:22]([O-:24])=[O:23])[CH:17]=2)[C:7]([C:13](O)=[O:14])=[C:8]([CH3:12])[NH:9][C:10]=1[CH3:11])=[O:4].C(Cl)(=O)C(Cl)=O.[CH3:31][C:32]1([OH:45])[CH2:36][CH2:35][N:34]([CH:37]([C:39]2[CH:44]=[CH:43][CH:42]=[CH:41][CH:40]=2)[CH3:38])[CH2:33]1.CCN(C(C)C)C(C)C. (4) Given the product [CH3:1][N:2]([CH3:18])[C:3](=[O:17])[C:4]1[CH:9]=[CH:8][C:7]([CH:10]2[CH2:15][CH2:14][CH:13]([N:38]3[CH2:39][CH2:40][C@@H:36]([NH:35][C:20](=[O:19])[CH2:21][NH:22][C:23](=[O:34])[C:24]4[CH:29]=[CH:28][CH:27]=[C:26]([C:30]([F:31])([F:33])[F:32])[CH:25]=4)[CH2:37]3)[CH2:12][CH2:11]2)=[CH:6][CH:5]=1, predict the reactants needed to synthesize it. The reactants are: [CH3:1][N:2]([CH3:18])[C:3](=[O:17])[C:4]1[CH:9]=[CH:8][C:7]([CH:10]2[CH2:15][CH2:14][C:13](=O)[CH2:12][CH2:11]2)=[CH:6][CH:5]=1.[O:19]=[C:20]([NH:35][C@@H:36]1[CH2:40][CH2:39][NH:38][CH2:37]1)[CH2:21][NH:22][C:23](=[O:34])[C:24]1[CH:29]=[CH:28][CH:27]=[C:26]([C:30]([F:33])([F:32])[F:31])[CH:25]=1.C(O[BH-](OC(=O)C)OC(=O)C)(=O)C.[Na+]. (5) The reactants are: [Cl:1][C:2]1[CH:10]=[CH:9][CH:8]=[C:7]2[C:3]=1[CH:4]=[C:5]([C:11]([N:13]([O:15][CH3:16])[CH3:14])=[O:12])[NH:6]2.[F:17][C:18]1[CH:19]=[C:20](B(O)O)[CH:21]=[CH:22][CH:23]=1.N1C=CC=CC=1. Given the product [Cl:1][C:2]1[CH:10]=[CH:9][CH:8]=[C:7]2[C:3]=1[CH:4]=[C:5]([C:11]([N:13]([O:15][CH3:16])[CH3:14])=[O:12])[N:6]2[C:22]1[CH:21]=[CH:20][CH:19]=[C:18]([F:17])[CH:23]=1, predict the reactants needed to synthesize it. (6) Given the product [Cl:25][C:15]1[C:16]([O:23][CH3:24])=[CH:17][C:18]([O:21][CH3:22])=[C:19]([Cl:20])[C:14]=1[NH:13][C:11]([C:8]1[C:4]2[N:5]=[CH:6][N:7]=[C:2]([NH:1][C:27]3[CH:32]=[CH:31][C:30]([CH3:33])=[CH:29][N:28]=3)[C:3]=2[S:10][CH:9]=1)=[O:12], predict the reactants needed to synthesize it. The reactants are: [NH2:1][C:2]1[C:3]2[S:10][CH:9]=[C:8]([C:11]([NH:13][C:14]3[C:19]([Cl:20])=[C:18]([O:21][CH3:22])[CH:17]=[C:16]([O:23][CH3:24])[C:15]=3[Cl:25])=[O:12])[C:4]=2[N:5]=[CH:6][N:7]=1.Br[C:27]1[CH:32]=[CH:31][C:30]([CH3:33])=[CH:29][N:28]=1.CC1(C)C2C(=C(P(C3C=CC=CC=3)C3C=CC=CC=3)C=CC=2)OC2C(P(C3C=CC=CC=3)C3C=CC=CC=3)=CC=CC1=2.C([O-])([O-])=O.[Cs+].[Cs+]. (7) Given the product [C:1]([O:5][C:6](=[O:15])[N:7]([CH:8]([CH2:13][OH:14])[O:29][CH2:27][O:26][CH3:25])[CH2:17][CH2:16][CH3:18])([CH3:2])([CH3:3])[CH3:4], predict the reactants needed to synthesize it. The reactants are: [C:1]([O:5][C:6](=[O:15])[NH:7][C:8]([CH2:13][OH:14])(CO)CC)([CH3:4])([CH3:3])[CH3:2].[CH:16](N(CC)C(C)C)([CH3:18])[CH3:17].[CH3:25][O:26][CH2:27]Cl.[OH2:29]. (8) Given the product [C:67]([O:66][C:65](=[O:71])[NH:64][CH2:63][CH2:62][O:61][CH2:60][CH2:59][O:58][CH2:57][CH2:56][O:55][CH2:54][CH2:53][O:52][CH2:51][CH2:50][O:49][CH2:48][CH2:47][O:46][CH2:45][CH2:44][O:43][CH2:42][CH2:41][O:19][C:16]1[CH:17]=[CH:18][C:13]2[N:12]3[C:20]([CH3:23])=[N:21][N:22]=[C:11]3[C@H:10]([CH2:24][C:25]([NH:27][CH2:28][CH3:29])=[O:26])[N:9]=[C:8]([C:5]3[CH:6]=[CH:7][C:2]([Cl:1])=[CH:3][CH:4]=3)[C:14]=2[CH:15]=1)([CH3:70])([CH3:69])[CH3:68], predict the reactants needed to synthesize it. The reactants are: [Cl:1][C:2]1[CH:7]=[CH:6][C:5]([C:8]2[C:14]3[CH:15]=[C:16]([OH:19])[CH:17]=[CH:18][C:13]=3[N:12]3[C:20]([CH3:23])=[N:21][N:22]=[C:11]3[C@H:10]([CH2:24][C:25]([NH:27][CH2:28][CH3:29])=[O:26])[N:9]=2)=[CH:4][CH:3]=1.C(=O)([O-])[O-].[K+].[K+].CS(O[CH2:41][CH2:42][O:43][CH2:44][CH2:45][O:46][CH2:47][CH2:48][O:49][CH2:50][CH2:51][O:52][CH2:53][CH2:54][O:55][CH2:56][CH2:57][O:58][CH2:59][CH2:60][O:61][CH2:62][CH2:63][NH:64][C:65](=[O:71])[O:66][C:67]([CH3:70])([CH3:69])[CH3:68])(=O)=O.